The task is: Predict the reactants needed to synthesize the given product.. This data is from Full USPTO retrosynthesis dataset with 1.9M reactions from patents (1976-2016). (1) Given the product [F:33][C:4]1[CH:3]=[C:2]([NH:1][C:44]([NH:43][C:41](=[O:42])[CH2:40][C:34]2[CH:35]=[CH:36][CH:37]=[CH:38][CH:39]=2)=[S:45])[CH:32]=[CH:31][C:5]=1[O:6][C:7]1[CH:12]=[CH:11][N:10]=[C:9]2[CH:13]=[C:14]([C:16]([NH:18][CH:19]3[CH2:23][CH2:22][NH:21][CH2:20]3)=[O:17])[S:15][C:8]=12, predict the reactants needed to synthesize it. The reactants are: [NH2:1][C:2]1[CH:32]=[CH:31][C:5]([O:6][C:7]2[CH:12]=[CH:11][N:10]=[C:9]3[CH:13]=[C:14]([C:16]([NH:18][CH:19]4[CH2:23][CH2:22][N:21](C(OC(C)(C)C)=O)[CH2:20]4)=[O:17])[S:15][C:8]=23)=[C:4]([F:33])[CH:3]=1.[C:34]1([CH2:40][C:41]([N:43]=[C:44]=[S:45])=[O:42])[CH:39]=[CH:38][CH:37]=[CH:36][CH:35]=1. (2) Given the product [Br:12][C:3]1[C:4]2[C:9]([OH:10])=[N:8][CH:7]=[N:6][C:5]=2[S:11][C:2]=1[CH3:1], predict the reactants needed to synthesize it. The reactants are: [CH3:1][C:2]1[S:11][C:5]2[N:6]=[CH:7][N:8]=[C:9]([OH:10])[C:4]=2[CH:3]=1.[Br:12]Br. (3) Given the product [ClH:38].[NH2:7][CH2:8][CH2:9][N:10]([CH2:20][C:21]1[CH:26]=[CH:25][C:24]([O:27][CH2:28][C:29]2[CH:30]=[CH:31][CH:32]=[CH:33][CH:34]=2)=[C:23]([O:35][CH3:36])[CH:22]=1)[C:11](=[O:19])[C:12]1[CH:13]=[CH:14][C:15]([F:18])=[CH:16][CH:17]=1, predict the reactants needed to synthesize it. The reactants are: C(OC(=O)[NH:7][CH2:8][CH2:9][N:10]([CH2:20][C:21]1[CH:26]=[CH:25][C:24]([O:27][CH2:28][C:29]2[CH:34]=[CH:33][CH:32]=[CH:31][CH:30]=2)=[C:23]([O:35][CH3:36])[CH:22]=1)[C:11](=[O:19])[C:12]1[CH:17]=[CH:16][C:15]([F:18])=[CH:14][CH:13]=1)(C)(C)C.[ClH:38]. (4) The reactants are: [F:1][C:2]1[C:7]([F:8])=[C:6]([F:9])[C:5]([F:10])=[C:4]([F:11])[C:3]=1[CH2:12][C:13]([OH:15])=[O:14].S(=O)(=O)(O)O.[CH2:21]=[C:22]([CH3:24])[CH3:23].C(=O)=O.C(=O)([O-])O.[Na+]. Given the product [C:22]([O:14][C:13](=[O:15])[CH2:12][C:3]1[C:2]([F:1])=[C:7]([F:8])[C:6]([F:9])=[C:5]([F:10])[C:4]=1[F:11])([CH3:24])([CH3:23])[CH3:21], predict the reactants needed to synthesize it. (5) The reactants are: Cl[CH2:2][C:3]1[C:4]([C:9]2[CH:14]=[CH:13][CH:12]=[C:11]([Cl:15])[CH:10]=2)=[N:5][CH:6]=[CH:7][CH:8]=1.[OH:16][C:17]1[C:18]([CH:25]=[O:26])=[CH:19][C:20]([O:23][CH3:24])=[N:21][CH:22]=1.C(=O)([O-])[O-].[K+].[K+]. Given the product [Cl:15][C:11]1[CH:10]=[C:9]([C:4]2[C:3]([CH2:2][O:16][C:17]3[C:18]([CH:25]=[O:26])=[CH:19][C:20]([O:23][CH3:24])=[N:21][CH:22]=3)=[CH:8][CH:7]=[CH:6][N:5]=2)[CH:14]=[CH:13][CH:12]=1, predict the reactants needed to synthesize it.